This data is from Catalyst prediction with 721,799 reactions and 888 catalyst types from USPTO. The task is: Predict which catalyst facilitates the given reaction. Reactant: [CH3:1]OP(C(=[N+]=[N-])C(=O)C)(=O)OC.[C:13]([C:15]1[CH:16]=[N:17][C:18]2[C:23]([CH:24]=1)=[CH:22][C:21]([O:25][CH:26]([S:37][CH3:38])[C:27]([NH:29][C:30]([CH2:34][O:35][CH3:36])([CH3:33])[CH:31]=O)=[O:28])=[CH:20][CH:19]=2)#[CH:14].C([O-])([O-])=O.[K+].[K+]. Product: [C:13]([C:15]1[CH:16]=[N:17][C:18]2[C:23]([CH:24]=1)=[CH:22][C:21]([O:25][CH:26]([S:37][CH3:38])[C:27]([NH:29][C:30]([CH2:34][O:35][CH3:36])([CH3:33])[C:31]#[CH:1])=[O:28])=[CH:20][CH:19]=2)#[CH:14]. The catalyst class is: 125.